The task is: Predict which catalyst facilitates the given reaction.. This data is from Catalyst prediction with 721,799 reactions and 888 catalyst types from USPTO. (1) Reactant: [Cl-].[CH3:2][O:3][CH2:4][P+](C1C=CC=CC=1)(C1C=CC=CC=1)C1C=CC=CC=1.C[Si]([N-][Si](C)(C)C)(C)C.[K+].[NH2:34][C:35]1[C:40]([C:41]([C:43]2[N:44]([CH2:48][CH3:49])[N:45]=[CH:46][CH:47]=2)=O)=[CH:39][C:38]([Br:50])=[CH:37][N:36]=1. Product: [Br:50][C:38]1[CH:39]=[C:40]([C:41]([C:43]2[N:44]([CH2:48][CH3:49])[N:45]=[CH:46][CH:47]=2)=[CH:2][O:3][CH3:4])[C:35]([NH2:34])=[N:36][CH:37]=1. The catalyst class is: 7. (2) Reactant: [CH2:1]([O:3][C:4]([C:6]1[CH:11]=[C:10]([CH2:12][O:13][CH2:14][C:15]([F:18])([F:17])[F:16])[N:9]=[C:8]([NH:19][C:20]2[CH:25]=[CH:24][C:23]([C:26]3[CH:31]=[C:30]([CH3:32])[N:29]=[N:28][CH:27]=3)=[C:22]([O:33][CH3:34])[CH:21]=2)[N:7]=1)=C)[CH3:2].I([O-])(=O)(=O)=[O:36].[Na+].[Mn]([O-])(=O)(=O)=O.[K+].[K]. Product: [CH3:34][O:33][C:22]1[CH:21]=[C:20]([NH:19][C:8]2[N:7]=[C:6]([C:4]([O:3][CH2:1][CH3:2])=[O:36])[CH:11]=[C:10]([CH2:12][O:13][CH2:14][C:15]([F:18])([F:17])[F:16])[N:9]=2)[CH:25]=[CH:24][C:23]=1[C:26]1[CH:31]=[C:30]([CH3:32])[N:29]=[N:28][CH:27]=1. The catalyst class is: 38. (3) Product: [OH:39][C:37]([CH3:40])([CH3:38])[CH2:36][O:35][C@H:32]1[CH2:31][CH2:30][C@H:29]([N:3]2[C:2](=[O:1])[C:7]([CH2:8][C:9]3[CH:14]=[CH:13][C:12]([C:15]4[C:16]([C:21]#[N:22])=[CH:17][CH:18]=[CH:19][CH:20]=4)=[CH:11][CH:10]=3)=[C:6]([CH2:23][CH2:24][CH3:25])[N:5]3[N:26]=[CH:27][N:28]=[C:4]23)[CH2:34][CH2:33]1. The catalyst class is: 627. Reactant: [O:1]=[C:2]1[C:7]([CH2:8][C:9]2[CH:14]=[CH:13][C:12]([C:15]3[C:16]([C:21]#[N:22])=[CH:17][CH:18]=[CH:19][CH:20]=3)=[CH:11][CH:10]=2)=[C:6]([CH2:23][CH2:24][CH3:25])[N:5]2[N:26]=[CH:27][N:28]=[C:4]2[N:3]1[C@H:29]1[CH2:34][CH2:33][C@H:32]([O:35][CH2:36][C:37](=[O:39])[CH3:38])[CH2:31][CH2:30]1.[CH3:40][Mg]Br.O1CCCC1. (4) Reactant: [F:1][CH:2]([F:24])[O:3][CH2:4][C@@H:5]([O:7][C:8]1[CH:9]=[C:10]([CH:20]=[C:21]([OH:23])[CH:22]=1)[C:11]([NH:13][C:14]1[CH:18]=[CH:17][N:16]([CH3:19])[N:15]=1)=[O:12])[CH3:6].[N:25]1([C:29]([C:31]2[CH:32]=[C:33]([Cl:38])[C:34](Cl)=[N:35][CH:36]=2)=[O:30])[CH2:28][CH2:27][CH2:26]1.C(=O)([O-])[O-].[K+].[K+]. Product: [N:25]1([C:29]([C:31]2[CH:32]=[C:33]([Cl:38])[C:34]([O:23][C:21]3[CH:20]=[C:10]([CH:9]=[C:8]([O:7][C@@H:5]([CH3:6])[CH2:4][O:3][CH:2]([F:1])[F:24])[CH:22]=3)[C:11]([NH:13][C:14]3[CH:18]=[CH:17][N:16]([CH3:19])[N:15]=3)=[O:12])=[N:35][CH:36]=2)=[O:30])[CH2:28][CH2:27][CH2:26]1. The catalyst class is: 10. (5) Reactant: [Si:1]([O:18][CH2:19][C@@H:20]([N:23]1[C@H:28]([C:29]2[CH:34]=[CH:33][C:32]([Cl:35])=[CH:31][CH:30]=2)[C@@H:27]([C:36]2[CH:41]=[CH:40][CH:39]=[C:38]([Cl:42])[CH:37]=2)[CH2:26][CH2:25][C:24]1=[O:43])[CH2:21][CH3:22])([C:14]([CH3:17])([CH3:16])[CH3:15])([C:8]1[CH:13]=[CH:12][CH:11]=[CH:10][CH:9]=1)[C:2]1[CH:7]=[CH:6][CH:5]=[CH:4][CH:3]=1.C[Si]([N-][Si](C)(C)C)(C)C.[Li+].[O:54]([Si](C)(C)C)O[Si](C)(C)C.C1(C)C=CC(S(O)(=O)=O)=CC=1.N1C=CC=CC=1.C([O-])(O)=O.[Na+]. Product: [Si:1]([O:18][CH2:19][C@@H:20]([N:23]1[C@H:28]([C:29]2[CH:30]=[CH:31][C:32]([Cl:35])=[CH:33][CH:34]=2)[C@@H:27]([C:36]2[CH:41]=[CH:40][CH:39]=[C:38]([Cl:42])[CH:37]=2)[CH2:26][CH:25]([OH:54])[C:24]1=[O:43])[CH2:21][CH3:22])([C:14]([CH3:17])([CH3:16])[CH3:15])([C:2]1[CH:7]=[CH:6][CH:5]=[CH:4][CH:3]=1)[C:8]1[CH:13]=[CH:12][CH:11]=[CH:10][CH:9]=1. The catalyst class is: 1. (6) Reactant: [CH3:1][CH:2]1[NH:7][CH2:6][C:5]2[O:8][C:9]([C:11]3[CH:16]=[CH:15][CH:14]=[CH:13][N:12]=3)=[N:10][C:4]=2[CH2:3]1.Br[C:18]1[CH:19]=[C:20]([CH:23]=[C:24]([F:26])[CH:25]=1)[C:21]#[N:22].CC1(C)C2C(=C(P(C3C=CC=CC=3)C3C=CC=CC=3)C=CC=2)OC2C(P(C3C=CC=CC=3)C3C=CC=CC=3)=CC=CC1=2.C([O-])([O-])=O.[Cs+].[Cs+]. Product: [F:26][C:24]1[CH:23]=[C:20]([CH:19]=[C:18]([N:7]2[CH:2]([CH3:1])[CH2:3][C:4]3[N:10]=[C:9]([C:11]4[CH:16]=[CH:15][CH:14]=[CH:13][N:12]=4)[O:8][C:5]=3[CH2:6]2)[CH:25]=1)[C:21]#[N:22]. The catalyst class is: 222. (7) Reactant: O[C:2]1[C:11]2[C:6](=[N:7][CH:8]=[CH:9][CH:10]=2)[N:5]([C:12]2[CH:17]=[CH:16][CH:15]=[C:14]([C:18]([F:21])([F:20])[F:19])[CH:13]=2)[C:4](=[O:22])[C:3]=1[C:23](=O)[CH2:24][C:25]1[CH:30]=[CH:29][C:28]([C:31]([F:34])([F:33])[F:32])=[CH:27][CH:26]=1.O.[NH2:37][NH2:38].C(=O)([O-])O.[Na+]. Product: [F:32][C:31]([F:33])([F:34])[C:28]1[CH:29]=[CH:30][C:25]([CH2:24][C:23]2[C:3]3[C:4](=[O:22])[N:5]([C:12]4[CH:17]=[CH:16][CH:15]=[C:14]([C:18]([F:21])([F:20])[F:19])[CH:13]=4)[C:6]4[N:7]=[CH:8][CH:9]=[CH:10][C:11]=4[C:2]=3[NH:38][N:37]=2)=[CH:26][CH:27]=1. The catalyst class is: 3. (8) Reactant: [CH2:1]([O:8][C:9]([NH:11][CH2:12][CH2:13][C:14](=[O:20])[CH2:15][C:16](OC)=[O:17])=[O:10])[C:2]1[CH:7]=[CH:6][CH:5]=[CH:4][CH:3]=1.[BH4-].[Li+]. Product: [OH:20][CH:14]([CH2:15][CH2:16][OH:17])[CH2:13][CH2:12][NH:11][C:9](=[O:10])[O:8][CH2:1][C:2]1[CH:7]=[CH:6][CH:5]=[CH:4][CH:3]=1. The catalyst class is: 7. (9) Reactant: [Br:1][C:2]1[CH:3]=[CH:4][CH:5]=[C:6]2[C:28]=1[C:9]1([CH2:14][CH2:13][N:12]([C:15](=[O:27])[NH:16][CH:17]3[CH:24]4[CH2:25][CH:20]5[CH2:21][CH:22]([CH2:26][CH:18]3[CH2:19]5)[CH2:23]4)[CH2:11][CH2:10]1)[CH2:8][C:7]2=[CH:29][C:30]([O:32][CH2:33][CH3:34])=[O:31]. Product: [Br:1][C:2]1[CH:3]=[CH:4][CH:5]=[C:6]2[C:28]=1[C:9]1([CH2:10][CH2:11][N:12]([C:15](=[O:27])[NH:16][CH:17]3[CH:18]4[CH2:26][CH:22]5[CH2:21][CH:20]([CH2:25][CH:24]3[CH2:23]5)[CH2:19]4)[CH2:13][CH2:14]1)[CH2:8][CH:7]2[CH2:29][C:30]([O:32][CH2:33][CH3:34])=[O:31]. The catalyst class is: 867.